This data is from Retrosynthesis with 50K atom-mapped reactions and 10 reaction types from USPTO. The task is: Predict the reactants needed to synthesize the given product. (1) Given the product Cn1nnc([C@]2(F)C[C@]3(c4ccccc4)N[C@H]2CC[C@H]3OCc2cc(C(F)(F)F)cc(C(F)(F)F)c2)n1, predict the reactants needed to synthesize it. The reactants are: Cn1nnc([C@]2(F)C[C@@]3(c4ccccc4)[C@H](OCc4cc(C(F)(F)F)cc(C(F)(F)F)c4)CC[C@@H]2N3Cc2ccccc2)n1. (2) Given the product Cc1c(Cl)cccc1OCC1(C(=O)N2CCCc3c(Br)cccc32)CC1, predict the reactants needed to synthesize it. The reactants are: Cc1c(O)cccc1Cl.O=C(N1CCCc2c(Br)cccc21)C1(CO)CC1. (3) Given the product CN(C(=O)OCc1ccccc1)[C@@H]1CCN(C2CCC2)C1, predict the reactants needed to synthesize it. The reactants are: CN(C(=O)OCc1ccccc1)[C@@H]1CCNC1.O=C1CCC1. (4) Given the product NC(=O)c1cnc2cc(-c3ccc(S(=O)(=O)N4CCC5(CC4)CN(C4CC4)C(=O)CO5)cc3)ccc2c1, predict the reactants needed to synthesize it. The reactants are: CC1(C)OB(c2ccc(S(=O)(=O)N3CCC4(CC3)CN(C3CC3)C(=O)CO4)cc2)OC1(C)C.NC(=O)c1cnc2cc(Br)ccc2c1.